Dataset: Catalyst prediction with 721,799 reactions and 888 catalyst types from USPTO. Task: Predict which catalyst facilitates the given reaction. (1) Reactant: Br[C:2]1[CH:9]=[CH:8][C:5]([C:6]#[N:7])=[C:4]([CH3:10])[CH:3]=1.[C:11]([O:15][C:16]([CH3:19])([CH3:18])[CH3:17])(=[O:14])[CH:12]=[CH2:13].CN(C1CCCCC1)C1CCCCC1.C(P(C(C)(C)C)C1C=CC=CC=1C1C=CC=CC=1)(C)(C)C. Product: [CH3:10][C:4]1[CH:3]=[C:2]([CH:13]=[CH:12][C:11]([O:15][C:16]([CH3:19])([CH3:18])[CH3:17])=[O:14])[CH:9]=[CH:8][C:5]=1[C:6]#[N:7]. The catalyst class is: 12. (2) Product: [Br:1][C:2]1[CH:3]=[C:4]([C:5]2[N:7]([CH3:8])[N:32]=[N:31][N:30]=2)[CH:9]=[C:10]([N+:12]([O-:14])=[O:13])[CH:11]=1. The catalyst class is: 2. Reactant: [Br:1][C:2]1[CH:3]=[C:4]([CH:9]=[C:10]([N+:12]([O-:14])=[O:13])[CH:11]=1)[C:5]([NH:7][CH3:8])=O.S(OS(C(F)(F)F)(=O)=O)(C(F)(F)F)(=O)=O.[N-:30]=[N+:31]=[N-:32].[Na+].C([O-])(O)=O.[Na+]. (3) Reactant: [F:1][C:2]1[CH:15]=[C:14]([F:16])[CH:13]=[CH:12][C:3]=1[CH2:4][C:5]1[CH:6]=[CH:7][C:8](=[O:11])[NH:9][CH:10]=1.C(O)(C(F)(F)F)=O.[I:24]N1C(=O)CCC1=O.[NH4+].[OH-]. Product: [F:1][C:2]1[CH:15]=[C:14]([F:16])[CH:13]=[CH:12][C:3]=1[CH2:4][C:5]1[CH:6]=[C:7]([I:24])[C:8](=[O:11])[NH:9][CH:10]=1. The catalyst class is: 15. (4) Reactant: [F:1][C:2]([F:18])([F:17])[C:3]1[CH:8]=[CH:7][CH:6]=[CH:5][C:4]=1[C:9]1[CH:14]=[CH:13][C:12]([CH:15]=[O:16])=[CH:11][CH:10]=1.[OH:19]O. Product: [F:1][C:2]([F:17])([F:18])[C:3]1[CH:8]=[CH:7][CH:6]=[CH:5][C:4]=1[C:9]1[CH:14]=[CH:13][C:12]([C:15]([OH:19])=[O:16])=[CH:11][CH:10]=1. The catalyst class is: 106. (5) Reactant: [CH3:1][O:2][C:3](=[O:13])[C:4]1[CH:9]=[CH:8][C:7]([NH2:10])=[C:6]([O:11][CH3:12])[CH:5]=1.[Br:14]Br. The catalyst class is: 130. Product: [CH3:1][O:2][C:3](=[O:13])[C:4]1[CH:5]=[C:6]([O:11][CH3:12])[C:7]([NH2:10])=[C:8]([Br:14])[CH:9]=1. (6) Reactant: C([O:3][C:4](=[O:38])[CH2:5][N:6]1[CH2:11][CH2:10][CH:9]([CH:12]([N:14]2[C:22]3[C:17](=[CH:18][CH:19]=[CH:20][CH:21]=3)[C:16]([C:23](=[O:36])[NH:24][CH2:25][C:26]3[C:27](=[O:35])[NH:28][C:29]([CH3:34])=[CH:30][C:31]=3[O:32][CH3:33])=[C:15]2[CH3:37])[CH3:13])[CH2:8][CH2:7]1)C.C1COCC1.CO.O.[OH-].[Li+]. Product: [CH3:33][O:32][C:31]1[CH:30]=[C:29]([CH3:34])[NH:28][C:27](=[O:35])[C:26]=1[CH2:25][NH:24][C:23]([C:16]1[C:17]2[C:22](=[CH:21][CH:20]=[CH:19][CH:18]=2)[N:14]([CH:12]([CH:9]2[CH2:8][CH2:7][N:6]([CH2:5][C:4]([OH:38])=[O:3])[CH2:11][CH2:10]2)[CH3:13])[C:15]=1[CH3:37])=[O:36]. The catalyst class is: 6. (7) Reactant: [F:1][C:2]1[CH:8]=[C:7]([I:9])[CH:6]=[CH:5][C:3]=1[NH2:4].[Cl:10][C:11]1[CH:16]=[CH:15][C:14]([Cl:17])=[CH:13][C:12]=1[S:18](Cl)(=[O:20])=[O:19]. Product: [Cl:10][C:11]1[CH:16]=[CH:15][C:14]([Cl:17])=[CH:13][C:12]=1[S:18]([NH:4][C:3]1[CH:5]=[CH:6][C:7]([I:9])=[CH:8][C:2]=1[F:1])(=[O:20])=[O:19]. The catalyst class is: 17. (8) Reactant: CN(C(ON1N=NC2C=CC=CC1=2)=[N+](C)C)C.[B-](F)(F)(F)F.[Br:23][C:24]1[C:25]([Cl:33])=[CH:26][C:27]([C:30]([OH:32])=O)=[N:28][CH:29]=1.[F:34][C:35]1[CH:36]=[C:37]2[C:41](=[CH:42][CH:43]=1)[NH:40][CH2:39][CH2:38]2.O. Product: [Br:23][C:24]1[C:25]([Cl:33])=[CH:26][C:27]([C:30]([N:40]2[C:41]3[C:37](=[CH:36][C:35]([F:34])=[CH:43][CH:42]=3)[CH2:38][CH2:39]2)=[O:32])=[N:28][CH:29]=1. The catalyst class is: 3. (9) Reactant: [CH3:1][C:2]1([CH3:25])[CH2:7][CH2:6][CH:5]([C:8]2[S:24][C:11]3[N:12]=[C:13]([CH3:23])[N:14]=[C:15]([CH2:16][NH:17][CH:18]4[CH2:22][CH2:21][CH2:20][CH2:19]4)[C:10]=3[CH:9]=2)[CH2:4][CH2:3]1.CN(C=O)C.Br[CH2:32][CH2:33][CH2:34][OH:35].C([O-])([O-])=O.[Na+].[Na+]. Product: [CH:18]1([N:17]([CH2:16][C:15]2[C:10]3[CH:9]=[C:8]([CH:5]4[CH2:6][CH2:7][C:2]([CH3:25])([CH3:1])[CH2:3][CH2:4]4)[S:24][C:11]=3[N:12]=[C:13]([CH3:23])[N:14]=2)[CH2:32][CH2:33][CH2:34][OH:35])[CH2:19][CH2:20][CH2:21][CH2:22]1. The catalyst class is: 6. (10) Reactant: [CH3:1][C:2]1[CH:3]=[C:4]([CH3:12])[C:5]2[O:9][C:8](S)=[N:7][C:6]=2[CH:11]=1.[NH:13]1[CH2:20][CH2:19][CH2:18][CH2:17][NH:16][CH2:15][CH2:14]1. Product: [CH3:1][C:2]1[CH:3]=[C:4]([CH3:12])[C:5]2[O:9][C:8]([N:13]3[CH2:20][CH2:19][CH2:18][CH2:17][NH:16][CH2:15][CH2:14]3)=[N:7][C:6]=2[CH:11]=1. The catalyst class is: 11.